From a dataset of Full USPTO retrosynthesis dataset with 1.9M reactions from patents (1976-2016). Predict the reactants needed to synthesize the given product. (1) Given the product [CH:26]1([N:25]([CH:23]([CH:15]2[CH2:16][C:17]3[C:22](=[CH:21][CH:20]=[CH:19][CH:18]=3)[CH2:14]2)[CH3:24])[C:8]([C:7]2[C:3]([CH:2]([F:13])[F:1])=[N:4][N:5]([CH3:12])[C:6]=2[F:11])=[O:9])[CH2:28][CH2:27]1, predict the reactants needed to synthesize it. The reactants are: [F:1][CH:2]([F:13])[C:3]1[C:7]([C:8](Cl)=[O:9])=[C:6]([F:11])[N:5]([CH3:12])[N:4]=1.[CH2:14]1[C:22]2[C:17](=[CH:18][CH:19]=[CH:20][CH:21]=2)[CH2:16][CH:15]1[CH:23]([NH:25][CH:26]1[CH2:28][CH2:27]1)[CH3:24].C(N(CC)CC)C. (2) Given the product [C:1]([C:5]1[CH:39]=[CH:38][C:8]([CH2:9][O:10][C:11]2[CH:16]=[CH:15][CH:14]=[CH:13][C:12]=2/[CH:17]=[CH:18]/[CH:19]([CH2:29][C:30]2[CH:35]=[CH:34][C:33]([C:36]3[NH:46][N:45]=[N:44][N:37]=3)=[CH:32][CH:31]=2)[CH2:20][CH2:21][CH2:22][CH2:23][C:24]([O:26][CH2:27][CH3:28])=[O:25])=[CH:7][CH:6]=1)([CH3:2])([CH3:3])[CH3:4], predict the reactants needed to synthesize it. The reactants are: [C:1]([C:5]1[CH:39]=[CH:38][C:8]([CH2:9][O:10][C:11]2[CH:16]=[CH:15][CH:14]=[CH:13][C:12]=2/[CH:17]=[CH:18]/[CH:19]([CH2:29][C:30]2[CH:35]=[CH:34][C:33]([C:36]#[N:37])=[CH:32][CH:31]=2)[CH2:20][CH2:21][CH2:22][CH2:23][C:24]([O:26][CH2:27][CH3:28])=[O:25])=[CH:7][CH:6]=1)([CH3:4])([CH3:3])[CH3:2].C[Si]([N:44]=[N+:45]=[N-:46])(C)C.C([Sn](=O)CCCC)CCC. (3) Given the product [CH3:13][C:4]1[CH:3]=[C:2]([S:20][C:18]2[S:19][C:15]([CH3:14])=[N:16][N:17]=2)[C:11]2[C:6](=[C:7]([OH:12])[CH:8]=[CH:9][CH:10]=2)[N:5]=1, predict the reactants needed to synthesize it. The reactants are: Cl[C:2]1[C:11]2[C:6](=[C:7]([OH:12])[CH:8]=[CH:9][CH:10]=2)[N:5]=[C:4]([CH3:13])[CH:3]=1.[CH3:14][C:15]1[S:19][C:18]([SH:20])=[N:17][N:16]=1. (4) Given the product [CH3:1][O:2][C:3]1[CH:8]=[CH:7][CH:6]=[C:5]([O:9][CH3:10])[C:4]=1[CH:11]1[N:16]([CH2:17][C:18]2[CH:23]=[CH:22][C:21]([O:24][CH2:27][CH3:28])=[CH:20][CH:19]=2)[C:15](=[O:25])[CH2:14][CH2:13][CH2:12]1, predict the reactants needed to synthesize it. The reactants are: [CH3:1][O:2][C:3]1[CH:8]=[CH:7][CH:6]=[C:5]([O:9][CH3:10])[C:4]=1[CH:11]1[N:16]([CH2:17][C:18]2[CH:23]=[CH:22][C:21]([OH:24])=[CH:20][CH:19]=2)[C:15](=[O:25])[CH2:14][CH2:13][CH2:12]1.Br[CH2:27][CH3:28]. (5) Given the product [CH:28]1([N:8]2[CH2:7][CH2:6][C:5]3[C:10](=[CH:11][CH:12]=[C:3]([O:2][CH3:1])[CH:4]=3)[CH:9]2[CH2:13][C:14]2[CH:19]=[CH:18][C:17]([O:20][CH2:21][C:22]3[CH:27]=[CH:26][CH:25]=[CH:24][CH:23]=3)=[CH:16][CH:15]=2)[CH2:33][CH2:32][CH2:31][CH2:30][CH2:29]1, predict the reactants needed to synthesize it. The reactants are: [CH3:1][O:2][C:3]1[CH:4]=[C:5]2[C:10](=[CH:11][CH:12]=1)[CH:9]([CH2:13][C:14]1[CH:19]=[CH:18][C:17]([O:20][CH2:21][C:22]3[CH:27]=[CH:26][CH:25]=[CH:24][CH:23]=3)=[CH:16][CH:15]=1)[NH:8][CH2:7][CH2:6]2.[C:28]1(=O)[CH2:33][CH2:32][CH2:31][CH2:30][CH2:29]1. (6) Given the product [C:1](/[CH:5]=[CH:6]/[C:7]1[CH:12]=[C:11]([O:13][CH3:14])[CH:10]=[CH:9][C:8]=1[CH:15]1[C:23]2[C:18](=[CH:19][CH:20]=[C:21]([O:24][CH2:25][CH2:26][CH3:27])[CH:22]=2)[CH:17]([C:28]2[CH:33]=[CH:32][C:31]3[O:34][CH2:35][O:36][C:30]=3[CH:29]=2)[CH:16]1[C:37]([OH:39])=[O:38])([OH:3])=[O:2], predict the reactants needed to synthesize it. The reactants are: [C:1](/[CH:5]=[CH:6]/[C:7]1[CH:12]=[C:11]([O:13][CH3:14])[CH:10]=[CH:9][C:8]=1[CH:15]1[C:23]2[C:18](=[CH:19][CH:20]=[C:21]([O:24][CH2:25][CH2:26][CH3:27])[CH:22]=2)[CH:17]([C:28]2[CH:33]=[CH:32][C:31]3[O:34][CH2:35][O:36][C:30]=3[CH:29]=2)[CH:16]1[C:37]([O-:39])=[O:38])([O:3]C)=[O:2].[OH-].[Na+]. (7) Given the product [C:18]([C:10]1([N:28]2[CH2:29][CH2:30][N:25]([C:31]([O:33][C:34]([CH3:37])([CH3:36])[CH3:35])=[O:32])[CH2:26][CH2:27]2)[CH2:11][CH2:12][N:7]([S:4]([CH2:1][CH2:2][CH3:3])(=[O:6])=[O:5])[CH2:8][CH2:9]1)#[N:19], predict the reactants needed to synthesize it. The reactants are: [CH2:1]([S:4]([N:7]1[CH2:12][CH2:11][C:10](=O)[CH2:9][CH2:8]1)(=[O:6])=[O:5])[CH2:2][CH3:3].C[Si]([C:18]#[N:19])(C)C.C(OCC)C.[N:25]1([C:31]([O:33][C:34]([CH3:37])([CH3:36])[CH3:35])=[O:32])[CH2:30][CH2:29][NH:28][CH2:27][CH2:26]1.